This data is from Catalyst prediction with 721,799 reactions and 888 catalyst types from USPTO. The task is: Predict which catalyst facilitates the given reaction. (1) The catalyst class is: 27. Reactant: ClCCl.ClCCl.[CH2:7]([O:9][CH2:10][CH3:11])[CH3:8].COC1C=CC(OC)O1.[C:21]([O:27][CH2:28][CH3:29])(=[O:26])[CH2:22][C:23]([CH3:25])=[O:24]. Product: [O:9]1[CH:10]=[CH:11][CH:8]=[C:7]1[CH:22]([C:23]([CH3:25])=[O:24])[C:21]([O:27][CH2:28][CH3:29])=[O:26]. (2) Reactant: [N:1](S(Cl)(=O)=O)=[C:2]=[O:3].[F:8][C:9]1[CH:35]=[CH:34][CH:33]=[C:32]([F:36])[C:10]=1[CH2:11][O:12][C:13]1[C:14]2[N:15]([C:20]([C:24]3[CH:25]=[N:26][N:27]([CH2:29][CH2:30][OH:31])[CH:28]=3)=[C:21]([CH3:23])[N:22]=2)[CH:16]=[C:17]([CH3:19])[CH:18]=1. Product: [C:2](=[O:3])([O:31][CH2:30][CH2:29][N:27]1[CH:28]=[C:24]([C:20]2[N:15]3[CH:16]=[C:17]([CH3:19])[CH:18]=[C:13]([O:12][CH2:11][C:10]4[C:32]([F:36])=[CH:33][CH:34]=[CH:35][C:9]=4[F:8])[C:14]3=[N:22][C:21]=2[CH3:23])[CH:25]=[N:26]1)[NH2:1]. The catalyst class is: 4. (3) Reactant: N(OCCC(C)C)=O.N[C:10]1[C:15]([C:16]#[N:17])=[C:14]([C:18]2[CH:23]=[CH:22][C:21]([O:24][CH2:25][CH2:26][OH:27])=[CH:20][CH:19]=2)[C:13]([C:28]#[N:29])=[C:12]([O:30][CH2:31][C:32]2[N:33]=[C:34]([C:37]3[CH:42]=[CH:41][C:40]([Cl:43])=[CH:39][CH:38]=3)[O:35][CH:36]=2)[N:11]=1.[ClH:44]. Product: [Cl:44][C:10]1[C:15]([C:16]#[N:17])=[C:14]([C:18]2[CH:19]=[CH:20][C:21]([O:24][CH2:25][CH2:26][OH:27])=[CH:22][CH:23]=2)[C:13]([C:28]#[N:29])=[C:12]([O:30][CH2:31][C:32]2[N:33]=[C:34]([C:37]3[CH:42]=[CH:41][C:40]([Cl:43])=[CH:39][CH:38]=3)[O:35][CH:36]=2)[N:11]=1. The catalyst class is: 879. (4) Reactant: C([C:4]1[CH:5]=[C:6]([CH:23]=[CH:24][CH:25]=1)[O:7][CH2:8][C:9]1[C:14]([CH3:15])=[CH:13][CH:12]=[CH:11][C:10]=1[N:16]1[C:20](=[O:21])[N:19]([CH3:22])[N:18]=[N:17]1)(=O)C.Cl.[C:27](=[O:30])([O-])O.[Na+]. Product: [O:30]([N:16]=[C:10]([C:4]1[CH:5]=[C:6]([CH:23]=[CH:24][CH:25]=1)[O:7][CH2:8][C:9]1[C:14]([CH3:15])=[CH:13][CH:12]=[CH:11][C:10]=1[N:16]1[C:20](=[O:21])[N:19]([CH3:22])[N:18]=[N:17]1)[CH3:9])[C:27]1[CH:6]=[CH:5][CH:4]=[CH:25][CH:24]=1. The catalyst class is: 8. (5) Reactant: F[C:2]1[C:10]([F:11])=[C:9]([F:12])[CH:8]=[CH:7][C:3]=1[C:4]([OH:6])=[O:5].[F:13][C:14]1[CH:20]=[C:19]([S:21][CH3:22])[CH:18]=[CH:17][C:15]=1[NH2:16].[Li+].C[Si]([N-][Si](C)(C)C)(C)C. Product: [F:11][C:10]1[C:2]([NH:16][C:15]2[CH:17]=[CH:18][C:19]([S:21][CH3:22])=[CH:20][C:14]=2[F:13])=[C:3]([CH:7]=[CH:8][C:9]=1[F:12])[C:4]([OH:6])=[O:5]. The catalyst class is: 1. (6) Reactant: [OH:1][CH2:2][CH:3]([C:10]1[CH:18]=[CH:17][C:13]([C:14]([OH:16])=O)=[CH:12][CH:11]=1)[CH2:4][CH2:5][CH2:6][CH2:7][CH2:8][CH3:9].ClC1N=C(OC)N=C(OC)N=1.CN1CCOCC1.Cl.[CH3:38][O:39][C:40](=[O:44])[CH2:41][CH2:42][NH2:43]. Product: [CH3:38][O:39][C:40](=[O:44])[CH2:41][CH2:42][NH:43][C:14](=[O:16])[C:13]1[CH:12]=[CH:11][C:10]([CH:3]([CH2:2][OH:1])[CH2:4][CH2:5][CH2:6][CH2:7][CH2:8][CH3:9])=[CH:18][CH:17]=1. The catalyst class is: 46.